This data is from NCI-60 drug combinations with 297,098 pairs across 59 cell lines. The task is: Regression. Given two drug SMILES strings and cell line genomic features, predict the synergy score measuring deviation from expected non-interaction effect. (1) Drug 1: CC12CCC3C(C1CCC2=O)CC(=C)C4=CC(=O)C=CC34C. Drug 2: C1CCC(C(C1)N)N.C(=O)(C(=O)[O-])[O-].[Pt+4]. Cell line: UACC-257. Synergy scores: CSS=32.8, Synergy_ZIP=3.24, Synergy_Bliss=4.22, Synergy_Loewe=3.99, Synergy_HSA=3.56. (2) Drug 1: CC1C(C(CC(O1)OC2CC(CC3=C2C(=C4C(=C3O)C(=O)C5=C(C4=O)C(=CC=C5)OC)O)(C(=O)CO)O)N)O.Cl. Drug 2: COC1=CC(=CC(=C1O)OC)C2C3C(COC3=O)C(C4=CC5=C(C=C24)OCO5)OC6C(C(C7C(O6)COC(O7)C8=CC=CS8)O)O. Cell line: UACC62. Synergy scores: CSS=41.9, Synergy_ZIP=-0.388, Synergy_Bliss=-0.383, Synergy_Loewe=-1.66, Synergy_HSA=1.61. (3) Drug 1: CC12CCC(CC1=CCC3C2CCC4(C3CC=C4C5=CN=CC=C5)C)O. Drug 2: COC1=C(C=C2C(=C1)N=CN=C2NC3=CC(=C(C=C3)F)Cl)OCCCN4CCOCC4. Cell line: OVCAR-4. Synergy scores: CSS=22.7, Synergy_ZIP=-7.90, Synergy_Bliss=-3.78, Synergy_Loewe=-0.567, Synergy_HSA=0.0250. (4) Drug 1: C1=C(C(=O)NC(=O)N1)N(CCCl)CCCl. Drug 2: C(CC(=O)O)C(=O)CN.Cl. Cell line: NCI-H322M. Synergy scores: CSS=8.93, Synergy_ZIP=-6.03, Synergy_Bliss=-11.3, Synergy_Loewe=-17.3, Synergy_HSA=-12.6. (5) Drug 1: C1CCN(CC1)CCOC2=CC=C(C=C2)C(=O)C3=C(SC4=C3C=CC(=C4)O)C5=CC=C(C=C5)O. Drug 2: CC12CCC(CC1=CCC3C2CCC4(C3CC=C4C5=CN=CC=C5)C)O. Cell line: SF-539. Synergy scores: CSS=9.00, Synergy_ZIP=-3.66, Synergy_Bliss=-1.56, Synergy_Loewe=0.223, Synergy_HSA=0.0257. (6) Drug 1: CC1C(C(CC(O1)OC2CC(OC(C2O)C)OC3=CC4=CC5=C(C(=O)C(C(C5)C(C(=O)C(C(C)O)O)OC)OC6CC(C(C(O6)C)O)OC7CC(C(C(O7)C)O)OC8CC(C(C(O8)C)O)(C)O)C(=C4C(=C3C)O)O)O)O. Drug 2: C1=NNC2=C1C(=O)NC=N2. Cell line: M14. Synergy scores: CSS=50.0, Synergy_ZIP=1.36, Synergy_Bliss=0.412, Synergy_Loewe=-44.8, Synergy_HSA=-1.85. (7) Drug 2: C1CN1C2=NC(=NC(=N2)N3CC3)N4CC4. Drug 1: CS(=O)(=O)CCNCC1=CC=C(O1)C2=CC3=C(C=C2)N=CN=C3NC4=CC(=C(C=C4)OCC5=CC(=CC=C5)F)Cl. Synergy scores: CSS=53.5, Synergy_ZIP=-9.12, Synergy_Bliss=-7.58, Synergy_Loewe=-5.18, Synergy_HSA=-3.32. Cell line: DU-145. (8) Drug 1: C1=CC(=CC=C1CCCC(=O)O)N(CCCl)CCCl. Drug 2: C1=NC2=C(N1)C(=S)N=C(N2)N. Cell line: NCIH23. Synergy scores: CSS=52.0, Synergy_ZIP=-2.42, Synergy_Bliss=-2.51, Synergy_Loewe=-19.6, Synergy_HSA=-0.253. (9) Drug 1: CC1=C(C=C(C=C1)NC(=O)C2=CC=C(C=C2)CN3CCN(CC3)C)NC4=NC=CC(=N4)C5=CN=CC=C5. Drug 2: CC1=C(C(=CC=C1)Cl)NC(=O)C2=CN=C(S2)NC3=CC(=NC(=N3)C)N4CCN(CC4)CCO. Cell line: HT29. Synergy scores: CSS=7.06, Synergy_ZIP=3.30, Synergy_Bliss=2.63, Synergy_Loewe=-15.0, Synergy_HSA=0.988. (10) Drug 1: CC(C)(C#N)C1=CC(=CC(=C1)CN2C=NC=N2)C(C)(C)C#N. Drug 2: C1=NC2=C(N1)C(=S)N=CN2. Cell line: MALME-3M. Synergy scores: CSS=18.9, Synergy_ZIP=-5.16, Synergy_Bliss=-1.72, Synergy_Loewe=1.16, Synergy_HSA=0.582.